Predict the product of the given reaction. From a dataset of Forward reaction prediction with 1.9M reactions from USPTO patents (1976-2016). (1) Given the reactants [OH:1][C:2]1[S:3][CH:4]=[CH:5][CH:6]=1.Br[CH2:8][C:9]([O:11]CC)=[O:10].[OH-].[Na+].C(Cl)(Cl)[Cl:17], predict the reaction product. The product is: [Cl:17][C:4]1[S:3][C:2]([O:1][CH2:8][C:9]([OH:11])=[O:10])=[CH:6][CH:5]=1. (2) Given the reactants [H-].[Na+].[F:3][C:4]([F:19])([F:18])[C:5]1[CH:10]=[C:9]([NH:11][C:12]2[CH2:16][CH2:15][C:14](=[O:17])[CH:13]=2)[CH:8]=[CH:7][N:6]=1.[C:20]([O:24][C:25](=[O:49])[NH:26][CH:27](S(C1C=CC=CC=1)(=O)=O)[C:28]1[CH:33]=[CH:32][C:31]([C:34]#[N:35])=[CH:30][C:29]=1[S:36]([CH3:39])(=[O:38])=[O:37])([CH3:23])([CH3:22])[CH3:21].O, predict the reaction product. The product is: [C:20]([O:24][C:25](=[O:49])[NH:26][CH:27]([C:28]1[CH:33]=[CH:32][C:31]([C:34]#[N:35])=[CH:30][C:29]=1[S:36]([CH3:39])(=[O:37])=[O:38])[C:13]1[C:14](=[O:17])[CH2:15][CH2:16][C:12]=1[NH:11][C:9]1[CH:8]=[CH:7][N:6]=[C:5]([C:4]([F:3])([F:18])[F:19])[CH:10]=1)([CH3:23])([CH3:22])[CH3:21]. (3) Given the reactants FC(F)(F)S(O[C:7]1[C:16]2[C:11](=[C:12](OS(C(F)(F)F)(=O)=O)[C:13]([Br:17])=[CH:14][CH:15]=2)[CH:10]=[CH:9][C:8]=1[Br:26])(=O)=O.[CH:29]#[C:30][CH2:31][CH2:32][CH2:33][CH3:34].O.Cl, predict the reaction product. The product is: [Br:26][C:8]1[CH:9]=[CH:10][C:11]2[C:16](=[CH:15][CH:14]=[C:13]([Br:17])[C:12]=2[C:29]#[C:30][CH2:31][CH2:32][CH2:33][CH3:34])[C:7]=1[C:16]#[C:7][CH2:8][CH2:9][CH2:10][CH3:11]. (4) Given the reactants [O:1]=[C:2]1[CH:24]=[C:23]([CH:25]2[CH2:30][CH2:29][N:28](C(OC(C)(C)C)=O)[CH2:27][CH2:26]2)[N:5]2[N:6]=[C:7]3[C:12]([C:11]([C:13]4[CH:18]=[CH:17][CH:16]=[CH:15][C:14]=4[C:19]([F:22])([F:21])[F:20])=[CH:10][CH:9]=[CH:8]3)=[C:4]2[NH:3]1.[ClH:38], predict the reaction product. The product is: [ClH:38].[NH:28]1[CH2:29][CH2:30][CH:25]([C:23]2[N:5]3[N:6]=[C:7]4[C:12]([C:11]([C:13]5[CH:18]=[CH:17][CH:16]=[CH:15][C:14]=5[C:19]([F:20])([F:22])[F:21])=[CH:10][CH:9]=[CH:8]4)=[C:4]3[NH:3][C:2](=[O:1])[CH:24]=2)[CH2:26][CH2:27]1.